From a dataset of Reaction yield outcomes from USPTO patents with 853,638 reactions. Predict the reaction yield, written as a fraction of the theoretical maximum amount of product (1.0 means a 100% yield; for example, 0.34 means a 34% yield). (1) The reactants are [F:1][C:2]([F:29])([F:28])[C:3]1[CH:27]=[CH:26][CH:25]=[CH:24][C:4]=1[C:5]([N:7]1[CH2:11][C:10]2[CH2:12][N:13]([C:15]3[CH:23]=[CH:22][C:18]([C:19]([OH:21])=O)=[CH:17][N:16]=3)[CH2:14][C:9]=2[CH2:8]1)=[O:6].[CH:30]1([CH2:35][CH2:36][NH2:37])[CH2:34][CH2:33][CH2:32][CH2:31]1. No catalyst specified. The product is [CH:30]1([CH2:35][CH2:36][NH:37][C:19](=[O:21])[C:18]2[CH:22]=[CH:23][C:15]([N:13]3[CH2:14][C:9]4[CH2:8][N:7]([C:5](=[O:6])[C:4]5[CH:24]=[CH:25][CH:26]=[CH:27][C:3]=5[C:2]([F:29])([F:1])[F:28])[CH2:11][C:10]=4[CH2:12]3)=[N:16][CH:17]=2)[CH2:34][CH2:33][CH2:32][CH2:31]1. The yield is 0.340. (2) The reactants are [ClH:1].[F:2][C:3]1[CH:4]=[C:5]([C:10]2[C:18]3[C:13](=[CH:14][C:15]([O:19][CH2:20][CH2:21][CH:22]4[CH2:27][CH2:26][NH:25][CH2:24][CH2:23]4)=[CH:16][CH:17]=3)[C:12](=[O:28])[C:11]=2[C:29]2[CH:30]=[N:31][CH:32]=[CH:33][CH:34]=2)[CH:6]=[C:7]([F:9])[CH:8]=1.C=O.[C:37](O[BH-](OC(=O)C)OC(=O)C)(=O)C.[Na+]. The catalyst is C(Cl)Cl. The product is [ClH:1].[F:2][C:3]1[CH:4]=[C:5]([C:10]2[C:18]3[C:13](=[CH:14][C:15]([O:19][CH2:20][CH2:21][CH:22]4[CH2:27][CH2:26][N:25]([CH3:37])[CH2:24][CH2:23]4)=[CH:16][CH:17]=3)[C:12](=[O:28])[C:11]=2[C:29]2[CH:30]=[N:31][CH:32]=[CH:33][CH:34]=2)[CH:6]=[C:7]([F:9])[CH:8]=1. The yield is 0.120. (3) The catalyst is C(O)=O. The reactants are [Cl:1][C:2]1[N:7]=[C:6]([NH:8][CH2:9][C:10]2[CH:11]=[C:12]3[C:17](=[CH:18][CH:19]=2)[N:16]=[CH:15][CH:14]=[CH:13]3)[C:5]([NH2:20])=[CH:4][CH:3]=1.[C:21](=O)(O)[O-].[Na+]. The product is [Cl:1][C:2]1[N:7]=[C:6]2[N:8]([CH2:9][C:10]3[CH:11]=[C:12]4[C:17](=[CH:18][CH:19]=3)[N:16]=[CH:15][CH:14]=[CH:13]4)[CH:21]=[N:20][C:5]2=[CH:4][CH:3]=1. The yield is 0.970. (4) The reactants are [Cl:1][C:2]1[CH:7]=[CH:6][C:5]([S:8]([NH:11][C@@H:12]2[CH2:17][CH2:16][CH2:15][CH2:14][C@H:13]2[C:18]([NH2:20])=[O:19])(=[O:10])=[O:9])=[CH:4][CH:3]=1.Br[CH2:22][C:23]1[CH:30]=[CH:29][C:26]([C:27]#[N:28])=[CH:25][CH:24]=1. No catalyst specified. The product is [Cl:1][C:2]1[CH:7]=[CH:6][C:5]([S:8]([N:11]([CH2:22][C:23]2[CH:30]=[CH:29][C:26]([C:27]#[N:28])=[CH:25][CH:24]=2)[C@@H:12]2[CH2:17][CH2:16][CH2:15][CH2:14][C@H:13]2[C:18]([NH2:20])=[O:19])(=[O:9])=[O:10])=[CH:4][CH:3]=1. The yield is 0.430. (5) The reactants are [Br:1][C:2]1[CH:11]=[C:10]([Cl:12])[C:5]2[NH:6][C:7](=[O:9])[O:8][C:4]=2[CH:3]=1.[H-].[Na+].[CH3:15]I.O. The catalyst is CN(C=O)C.CCOC(C)=O. The product is [Br:1][C:2]1[CH:11]=[C:10]([Cl:12])[C:5]2[N:6]([CH3:15])[C:7](=[O:9])[O:8][C:4]=2[CH:3]=1. The yield is 0.750. (6) The reactants are [Cl:1][C:2]1[C:3]([N:46]([CH3:48])[CH3:47])=[CH:4][C:5]2[O:10][CH:9]([C:11]([N:13]3[CH2:18][CH2:17][C:16]([CH2:27][O:28]C(C4CNC5C=C(Cl)C(N(C)C)=CC=5O4)=O)([CH2:19][C:20]4[CH:25]=[CH:24][C:23]([F:26])=[CH:22][CH:21]=4)[CH2:15][CH2:14]3)=[O:12])[CH2:8][NH:7][C:6]=2[CH:45]=1.O[Li].O. The catalyst is C1COCC1.O. The product is [Cl:1][C:2]1[C:3]([N:46]([CH3:47])[CH3:48])=[CH:4][C:5]2[O:10][CH:9]([C:11]([N:13]3[CH2:14][CH2:15][C:16]([CH2:19][C:20]4[CH:21]=[CH:22][C:23]([F:26])=[CH:24][CH:25]=4)([CH2:27][OH:28])[CH2:17][CH2:18]3)=[O:12])[CH2:8][NH:7][C:6]=2[CH:45]=1. The yield is 0.760. (7) The reactants are [CH:1]([C:4]1[C:10]([F:11])=[CH:9][CH:8]=[C:7]([CH:12]([CH3:14])[CH3:13])[C:5]=1[NH2:6])([CH3:3])[CH3:2].C(N(CC)C1C=CC=CC=1)C.[Br:26][CH2:27][C:28](Br)=[O:29]. The catalyst is O. The product is [Br:26][CH2:27][C:28]([NH:6][C:5]1[C:7]([CH:12]([CH3:14])[CH3:13])=[CH:8][CH:9]=[C:10]([F:11])[C:4]=1[CH:1]([CH3:3])[CH3:2])=[O:29]. The yield is 0.820.